Binary Classification. Given a T-cell receptor sequence (or CDR3 region) and an epitope sequence, predict whether binding occurs between them. From a dataset of TCR-epitope binding with 47,182 pairs between 192 epitopes and 23,139 TCRs. (1) The epitope is KLSYGIATV. The TCR CDR3 sequence is CASSLDFGNTEAFF. Result: 1 (the TCR binds to the epitope). (2) The epitope is RLRAEAQVK. The TCR CDR3 sequence is CASSSGLAGVNEQFF. Result: 1 (the TCR binds to the epitope). (3) The epitope is YFPLQSYGF. The TCR CDR3 sequence is CASSQDRAPSYEQYF. Result: 1 (the TCR binds to the epitope). (4) The TCR CDR3 sequence is CSARDFNSWNTGELFF. The epitope is KLWAQCVQL. Result: 0 (the TCR does not bind to the epitope). (5) The epitope is CTELKLSDY. The TCR CDR3 sequence is CASSPGLAGVYEQYF. Result: 1 (the TCR binds to the epitope).